This data is from Reaction yield outcomes from USPTO patents with 853,638 reactions. The task is: Predict the reaction yield, written as a fraction of the theoretical maximum amount of product (1.0 means a 100% yield; for example, 0.34 means a 34% yield). (1) The reactants are [Br:1][CH2:2][CH2:3][CH2:4][CH2:5][CH2:6][CH2:7][CH2:8][CH2:9][CH2:10]Br.[N:12]1[C:21]2[C:16](=[CH:17][CH:18]=[CH:19][CH:20]=2)[CH:15]=[CH:14][CH:13]=1. No catalyst specified. The product is [Br-:1].[Br-:1].[CH2:2]([N+:12]1[C:21]2[C:16](=[CH:17][CH:18]=[CH:19][CH:20]=2)[CH:15]=[CH:14][CH:13]=1)[CH2:3][CH2:4][CH2:5][CH2:6][CH2:7][CH2:8][CH2:9][CH2:10][N+:12]1[C:21]2[C:16](=[CH:17][CH:18]=[CH:19][CH:20]=2)[CH:15]=[CH:14][CH:13]=1. The yield is 0.920. (2) The catalyst is C1COCC1. The reactants are [F:1][C:2]1[CH:7]=[CH:6][C:5]([C:8]2[O:9][CH:10]=[N:11][N:12]=2)=[CH:4][CH:3]=1.[Li+].CC([N-]C(C)C)C.[C:21]([C:24]1[CH:29]=[CH:28][N:27]=[CH:26][CH:25]=1)(=[O:23])[CH3:22]. The product is [F:1][C:2]1[CH:3]=[CH:4][C:5]([C:8]2[O:9][C:10]([C:21]([C:24]3[CH:29]=[CH:28][N:27]=[CH:26][CH:25]=3)([OH:23])[CH3:22])=[N:11][N:12]=2)=[CH:6][CH:7]=1. The yield is 0.0400. (3) The reactants are C([O:5][C:6]([N:8]1[CH2:12][CH2:11][CH2:10][CH:9]1[C:13]1[NH:14][C:15]([C:18]2[CH:27]=[CH:26][C:25]3[C:20](=[CH:21][CH:22]=[C:23]([C:28]4[CH:29]=[C:30]5[C:54](=[CH:55][CH:56]=4)[C:34]4[NH:35][C:36]([CH:38]6[CH2:42][CH2:41][CH2:40][N:39]6[C:43](=[O:53])[CH:44]([NH:48][C:49]([O:51][CH3:52])=[O:50])[CH:45]([CH3:47])[CH3:46])=[N:37][C:33]=4[CH:32]=[CH:31]5)[CH:24]=3)[CH:19]=2)=[CH:16][N:17]=1)=O)(C)(C)C.COC(=O)NC(C(N1CCCC1C1[NH:73][C:74]([C:77]2[CH:86]=[CH:85][C:84]3[C:79](=CC=C([C:84]4[CH:85]=[CH:86][C:77]([C:74]5[NH:73]C(C6CCCN6C(=O)C(N)C6C=CC=CC=6)=NC=5)=[CH:78][CH:79]=4)C=3)[CH:78]=2)=CN=1)=O)C(C)C.C(OC(N1CCCC1C1NC(C2C=CC(C3C=CC4C(=CC=C(C5NC(C6CCCN6C(=O)C(NC(OC)=O)C(C)C)=NC=5)C=4)C=3)=CC=2)=CN=1)=O)(C)(C)C. No catalyst specified. The product is [CH3:52][O:51][C:49](=[O:50])[NH:48][CH:44]([C:43]([N:39]1[CH2:40][CH2:41][CH2:42][CH:38]1[C:36]1[NH:35][C:34]2[C:54]3[C:30]([CH:31]=[CH:32][C:33]=2[N:37]=1)=[CH:29][C:28]([C:23]1[CH:22]=[CH:21][C:20]2[C:25](=[CH:26][CH:27]=[C:18]([C:15]4[NH:14][C:13]([CH:9]5[CH2:10][CH2:11][CH2:12][N:8]5[C:6](=[O:5])[CH:74]([NH2:73])[C:77]5[CH:86]=[CH:85][CH:84]=[CH:79][CH:78]=5)=[N:17][CH:16]=4)[CH:19]=2)[CH:24]=1)=[CH:56][CH:55]=3)=[O:53])[CH:45]([CH3:46])[CH3:47]. The yield is 0.350.